Dataset: Forward reaction prediction with 1.9M reactions from USPTO patents (1976-2016). Task: Predict the product of the given reaction. (1) Given the reactants Br[C:2]1[C:11]2[C:6](=[CH:7][CH:8]=[C:9]([OH:12])[CH:10]=2)[N:5]=[C:4]2[C:13]3[C:18]([O:19][CH2:20][C:3]=12)=[CH:17][C:16]([OH:21])=[CH:15][CH:14]=3.[CH3:22][O:23][C:24]1[CH:29]=[CH:28][C:27](B(O)O)=[CH:26][CH:25]=1, predict the reaction product. The product is: [OH:21][C:16]1[CH:17]=[C:18]2[O:19][CH2:20][C:3]3[C:4](=[N:5][C:6]4[C:11]([C:2]=3[C:27]3[CH:28]=[CH:29][C:24]([O:23][CH3:22])=[CH:25][CH:26]=3)=[CH:10][C:9]([OH:12])=[CH:8][CH:7]=4)[C:13]2=[CH:14][CH:15]=1. (2) Given the reactants [NH2:1][C:2]1[C:11]2[CH:10]=[N:9][C:8]([S:12][CH3:13])=[N:7][C:6]=2[N:5]([CH:14]2[CH2:17][CH2:16][CH2:15]2)[C:4](=[O:18])[C:3]=1Br.[Cu][C:21]#[N:22].C([O-])(O)=O.[Na+].CCOC(C)=O, predict the reaction product. The product is: [NH2:1][C:2]1[C:11]2[CH:10]=[N:9][C:8]([S:12][CH3:13])=[N:7][C:6]=2[N:5]([CH:14]2[CH2:17][CH2:16][CH2:15]2)[C:4](=[O:18])[C:3]=1[C:21]#[N:22].